The task is: Predict which catalyst facilitates the given reaction.. This data is from Catalyst prediction with 721,799 reactions and 888 catalyst types from USPTO. (1) Reactant: [O:1]=[C:2]1[C:8](=[CH:9][C:10]2[C:18]3[C:13](=[CH:14][CH:15]=[CH:16][CH:17]=3)[N:12](C(OC(C)(C)C)=O)[N:11]=2)[C:7](=[O:26])[N:6]([C:27]2[CH:32]=[CH:31][CH:30]=[CH:29][CH:28]=2)[CH:5]=[CH:4][N:3]1[CH2:33][C:34]([N:36]([CH:45]([CH3:47])[CH3:46])[C:37]1[CH:42]=[CH:41][C:40]([O:43][CH3:44])=[CH:39][CH:38]=1)=[O:35].C(O)(C(F)(F)F)=O. Product: [O:1]=[C:2]1[C:8](=[CH:9][C:10]2[C:18]3[C:13](=[CH:14][CH:15]=[CH:16][CH:17]=3)[NH:12][N:11]=2)[C:7](=[O:26])[N:6]([C:27]2[CH:28]=[CH:29][CH:30]=[CH:31][CH:32]=2)[CH:5]=[CH:4][N:3]1[CH2:33][C:34]([N:36]([CH:45]([CH3:47])[CH3:46])[C:37]1[CH:38]=[CH:39][C:40]([O:43][CH3:44])=[CH:41][CH:42]=1)=[O:35]. The catalyst class is: 22. (2) Reactant: Cl[C:2]1[C:3]([CH3:17])=[C:4]([CH3:16])[C:5]2[N:6]([C:8]([C:11]([O:13][CH2:14][CH3:15])=[O:12])=[CH:9][N:10]=2)[N:7]=1.[F:18][C:19]([F:30])([F:29])[C:20]1[CH:25]=[CH:24][CH:23]=[CH:22][C:21]=1B(O)O.C1(P(C2CCCCC2)C2C=CC=CC=2C2C(OC)=CC=CC=2OC)CCCCC1.[O-]P([O-])([O-])=O.[K+].[K+].[K+]. Product: [CH3:17][C:3]1[C:2]([C:21]2[CH:22]=[CH:23][CH:24]=[CH:25][C:20]=2[C:19]([F:30])([F:29])[F:18])=[N:7][N:6]2[C:8]([C:11]([O:13][CH2:14][CH3:15])=[O:12])=[CH:9][N:10]=[C:5]2[C:4]=1[CH3:16]. The catalyst class is: 333. (3) Reactant: [N:1]1[C:5]2[CH:6]=[CH:7][C:8]([C:10]([N:12]3[CH2:19][CH2:18][C@:17]4([CH3:23])[C:20]([CH3:22])([CH3:21])[C@H:13]3[CH2:14][C:15]3[CH:27]=[CH:26][C:25]([C:28](=[O:30])[CH3:29])=[CH:24][C:16]=34)=[O:11])=[CH:9][C:4]=2[NH:3][CH:2]=1.[CH3:31][Mg]I. Product: [N:1]1[C:5]2[CH:6]=[CH:7][C:8]([C:10]([N:12]3[CH2:19][CH2:18][C@:17]4([CH3:23])[C:20]([CH3:22])([CH3:21])[C@H:13]3[CH2:14][C:15]3[CH:27]=[CH:26][C:25]([C:28]([OH:30])([CH3:31])[CH3:29])=[CH:24][C:16]=34)=[O:11])=[CH:9][C:4]=2[NH:3][CH:2]=1. The catalyst class is: 7. (4) Reactant: [F:1][C:2]1[CH:3]=[C:4]([C:8]2[S:9][C:10]([C:13]3[N:18]=[C:17]([C:19]#[N:20])[CH:16]=[CH:15][CH:14]=3)=[CH:11][N:12]=2)[CH:5]=[N:6][CH:7]=1.[CH3:21][O-:22].[Na+].ClCCl. Product: [F:1][C:2]1[CH:3]=[C:4]([C:8]2[S:9][C:10]([C:13]3[N:18]=[C:17]([C:19](=[NH:20])[O:22][CH3:21])[CH:16]=[CH:15][CH:14]=3)=[CH:11][N:12]=2)[CH:5]=[N:6][CH:7]=1. The catalyst class is: 5. (5) Reactant: [CH3:1][C:2]1[CH:7]=[C:6]([CH3:8])[CH:5]=[C:4]([CH3:9])[C:3]=1[CH2:10][C:11]([OH:13])=[O:12].[CH3:14]O. Product: [CH3:14][O:12][C:11](=[O:13])[CH2:10][C:3]1[C:2]([CH3:1])=[CH:7][C:6]([CH3:8])=[CH:5][C:4]=1[CH3:9]. The catalyst class is: 33. (6) Reactant: C(OC(=O)[NH:7][C@H:8]([C:19]1[C:24](Br)=[CH:23][CH:22]=[CH:21][N:20]=1)[C:9]1[CH:14]=[CH:13][C:12]([C:15]([F:18])([F:17])[F:16])=[CH:11][CH:10]=1)(C)(C)C.C([Sn](CCCC)(CCCC)[C:32]1[CH:37]=[CH:36][CH:35]=[CH:34][N:33]=1)CCC.[ClH:46]. Product: [ClH:46].[ClH:46].[N:33]1[CH:34]=[CH:35][CH:36]=[CH:37][C:32]=1[C:24]1[C:19]([C@H:8]([C:9]2[CH:10]=[CH:11][C:12]([C:15]([F:17])([F:16])[F:18])=[CH:13][CH:14]=2)[NH2:7])=[N:20][CH:21]=[CH:22][CH:23]=1. The catalyst class is: 77. (7) Reactant: CI.[Cl:3][C:4]1[CH:5]=[C:6]([OH:13])[CH:7]=[C:8]([F:12])[C:9]=1[CH2:10][OH:11].[C:14](=O)([O-])[O-].[K+].[K+]. Product: [Cl:3][C:4]1[CH:5]=[C:6]([O:13][CH3:14])[CH:7]=[C:8]([F:12])[C:9]=1[CH2:10][OH:11]. The catalyst class is: 3. (8) Reactant: [CH3:1][S:2]([C:5]1[C:10]2[O:11][CH2:12][O:13][C:9]=2[CH:8]=[CH:7][C:6]=1[CH2:14]O)(=[O:4])=[O:3].C(Br)(Br)(Br)[Br:17].C1(P(C2C=CC=CC=2)C2C=CC=CC=2)C=CC=CC=1. Product: [Br:17][CH2:14][C:6]1[CH:7]=[CH:8][C:9]2[O:13][CH2:12][O:11][C:10]=2[C:5]=1[S:2]([CH3:1])(=[O:4])=[O:3]. The catalyst class is: 4. (9) Reactant: [C:1]([O:5][C:6]([N:8]1[CH2:13][CH2:12][CH2:11][CH2:10][CH2:9]1)=[O:7])([CH3:4])([CH3:3])[CH3:2].[Cl:14][C:15]1[CH:23]=[CH:22][CH:21]=[C:20]([O:24][CH3:25])[C:16]=1[C:17]([OH:19])=O.C(Cl)CCl.C1C=C[C:33]2[N:38](O)[N:37]=[N:36][C:34]=2[CH:35]=1.C[N:41]([CH:43]=[O:44])C. Product: [C:1]([O:5][C:6]([N:8]1[CH2:13][CH2:12][CH:11]([NH:41][C:43]([C:35]2[C:34]([NH:36][C:17](=[O:19])[C:16]3[C:20]([O:24][CH3:25])=[CH:21][CH:22]=[CH:23][C:15]=3[Cl:14])=[CH:33][NH:38][N:37]=2)=[O:44])[CH2:10][CH2:9]1)=[O:7])([CH3:4])([CH3:2])[CH3:3]. The catalyst class is: 25.